The task is: Predict the product of the given reaction.. This data is from Forward reaction prediction with 1.9M reactions from USPTO patents (1976-2016). (1) Given the reactants [ClH:1].CC(C1C=C(C=C(C(C)(C)C)C=1O)[C:9]([N:11]1[CH2:16][CH2:15][N:14]([C:17]2[CH:22]=[CH:21][C:20]([NH:23][C:24]([C:26]3[S:27][CH:28]=[CH:29][CH:30]=3)=[NH:25])=[CH:19][CH:18]=2)[CH2:13][CH2:12]1)=[O:10])(C)C.[C:39]([C:43]1[CH:44]=[C:45]([CH2:54]C(O)=O)[CH:46]=[C:47]([C:50]([CH3:53])([CH3:52])[CH3:51])[C:48]=1[OH:49])([CH3:42])([CH3:41])[CH3:40].C(C1C=C(C=C(C(C)(C)C)C=1O)C(O)=O)(C)(C)C, predict the reaction product. The product is: [ClH:1].[CH3:42][C:39]([C:43]1[CH:44]=[C:45]([CH2:54][C:9]([N:11]2[CH2:12][CH2:13][N:14]([C:17]3[CH:22]=[CH:21][C:20]([NH:23][C:24]([C:26]4[S:27][CH:28]=[CH:29][CH:30]=4)=[NH:25])=[CH:19][CH:18]=3)[CH2:15][CH2:16]2)=[O:10])[CH:46]=[C:47]([C:50]([CH3:53])([CH3:52])[CH3:51])[C:48]=1[OH:49])([CH3:40])[CH3:41]. (2) Given the reactants I[C:2]1[CH:7]=[CH:6][CH:5]=[CH:4][C:3]=1[O:8][CH2:9][C:10]([F:13])([F:12])[F:11].Br[C:15]([F:22])([F:21])[C:16]([O:18][CH2:19][CH3:20])=[O:17].C(=O)(O)[O-].[Na+], predict the reaction product. The product is: [F:21][C:15]([F:22])([C:2]1[CH:7]=[CH:6][CH:5]=[CH:4][C:3]=1[O:8][CH2:9][C:10]([F:13])([F:12])[F:11])[C:16]([O:18][CH2:19][CH3:20])=[O:17].